This data is from Full USPTO retrosynthesis dataset with 1.9M reactions from patents (1976-2016). The task is: Predict the reactants needed to synthesize the given product. (1) Given the product [CH3:13][O:10][C:9](=[O:11])[CH2:8][C:4]1[CH:5]=[CH:6][CH:7]=[C:2]([Br:1])[CH:3]=1, predict the reactants needed to synthesize it. The reactants are: [Br:1][C:2]1[CH:3]=[C:4]([CH2:8][C:9]([OH:11])=[O:10])[CH:5]=[CH:6][CH:7]=1.Cl.[CH3:13]O. (2) Given the product [NH2:30][C:27]1[CH:28]=[CH:29][C:24]([N:16]([C:17]([O:18][C:19]([CH3:22])([CH3:21])[CH3:20])=[O:23])[CH2:15][CH2:14][C:12]2[N:13]=[C:9]([NH:8][C:6](=[O:7])[O:5][C:1]([CH3:4])([CH3:3])[CH3:2])[S:10][CH:11]=2)=[CH:25][CH:26]=1, predict the reactants needed to synthesize it. The reactants are: [C:1]([O:5][C:6]([NH:8][C:9]1[S:10][CH:11]=[C:12]([CH2:14][CH2:15][N:16]([C:24]2[CH:29]=[CH:28][C:27]([N+:30]([O-])=O)=[CH:26][CH:25]=2)[C:17](=[O:23])[O:18][C:19]([CH3:22])([CH3:21])[CH3:20])[N:13]=1)=[O:7])([CH3:4])([CH3:3])[CH3:2].[H][H]. (3) Given the product [CH2:1]([CH:4]([CH2:10][C:11]1[CH:12]=[CH:13][C:14]([O:17][CH2:18][CH2:19][NH:20][C:21](=[O:34])[C:22]2[CH:23]=[CH:24][C:25]([C:28]3[CH:33]=[CH:32][CH:31]=[CH:30][N:29]=3)=[CH:26][CH:27]=2)=[CH:15][CH:16]=1)[C:5]([OH:7])=[O:6])[CH2:2][CH3:3], predict the reactants needed to synthesize it. The reactants are: [CH2:1]([CH:4]([CH2:10][C:11]1[CH:16]=[CH:15][C:14]([O:17][CH2:18][CH2:19][NH:20][C:21](=[O:34])[C:22]2[CH:27]=[CH:26][C:25]([C:28]3[CH:33]=[CH:32][CH:31]=[CH:30][N:29]=3)=[CH:24][CH:23]=2)=[CH:13][CH:12]=1)[C:5]([O:7]CC)=[O:6])[CH2:2][CH3:3].[OH-].[Na+]. (4) Given the product [F:34][C:29]1[CH:30]=[CH:31][CH:32]=[CH:33][C:28]=1[C:23]1[C:22]([CH2:21][O:20][C:17]2[CH:18]=[CH:19][C:14]([C:13]([NH:8][CH2:7][C:6]([F:10])([F:9])[F:5])=[O:12])=[CH:15][N:16]=2)=[C:26]([CH3:27])[O:25][N:24]=1, predict the reactants needed to synthesize it. The reactants are: C[Al](C)C.[F:5][C:6]([F:10])([F:9])[CH2:7][NH2:8].C[O:12][C:13](=O)[C:14]1[CH:19]=[CH:18][C:17]([O:20][CH2:21][C:22]2[C:23]([C:28]3[CH:33]=[CH:32][CH:31]=[CH:30][C:29]=3[F:34])=[N:24][O:25][C:26]=2[CH3:27])=[N:16][CH:15]=1.O. (5) Given the product [C:1]([O:5][C:6]([N:8]([CH3:48])[C@H:9]([C:13]([NH:15][C@H:16]([C:20]([N:22]([C@@H:24]([C@@H:44]([CH3:47])[CH2:45][CH3:46])[C@H:25]([O:42][CH3:43])[CH2:26][C:27]([N:29]1[CH2:33][CH2:32][CH2:31][C@H:30]1[C@H:34]([O:40][CH3:41])[C@@H:35]([CH3:36])[C:37](=[O:39])[NH:89][C@H:90](/[CH:91]=[CH:92]/[C:93]1[CH:94]=[CH:95][C:96]([S:99]([OH:102])(=[O:100])=[O:101])=[CH:97][CH:98]=1)[CH2:103][C:104]1[CH:105]=[CH:106][CH:107]=[CH:108][CH:109]=1)=[O:28])[CH3:23])=[O:21])[CH:17]([CH3:18])[CH3:19])=[O:14])[CH:10]([CH3:12])[CH3:11])=[O:7])([CH3:2])([CH3:4])[CH3:3], predict the reactants needed to synthesize it. The reactants are: [C:1]([O:5][C:6]([N:8]([CH3:48])[C@H:9]([C:13]([NH:15][C@H:16]([C:20]([N:22]([C@@H:24]([C@@H:44]([CH3:47])[CH2:45][CH3:46])[C@H:25]([O:42][CH3:43])[CH2:26][C:27]([N:29]1[CH2:33][CH2:32][CH2:31][C@H:30]1[C@H:34]([O:40][CH3:41])[C@H:35]([C:37]([OH:39])=O)[CH3:36])=[O:28])[CH3:23])=[O:21])[CH:17]([CH3:19])[CH3:18])=[O:14])[CH:10]([CH3:12])[CH3:11])=[O:7])([CH3:4])([CH3:3])[CH3:2].CN(C(ON1N=NC2C=CC=NC1=2)=[N+](C)C)C.F[P-](F)(F)(F)(F)F.CCN(C(C)C)C(C)C.FC(F)(F)C(O)=O.[NH2:89][C@@H:90]([CH2:103][C:104]1[CH:109]=[CH:108][CH:107]=[CH:106][CH:105]=1)/[CH:91]=[CH:92]/[C:93]1[CH:98]=[CH:97][C:96]([S:99]([OH:102])(=[O:101])=[O:100])=[CH:95][CH:94]=1. (6) Given the product [Cl:1][C:2]1[C:10]([Cl:11])=[CH:9][CH:8]=[CH:7][C:3]=1[C:4]([NH:21][CH2:20][CH:19]([C:16]1[CH:17]=[N:18][C:13]([CH3:12])=[N:14][CH:15]=1)[N:22]1[CH2:23][C:24]([F:29])([F:30])[C:25]([F:27])([F:28])[CH2:26]1)=[O:6], predict the reactants needed to synthesize it. The reactants are: [Cl:1][C:2]1[C:10]([Cl:11])=[CH:9][CH:8]=[CH:7][C:3]=1[C:4]([OH:6])=O.[CH3:12][C:13]1[N:18]=[CH:17][C:16]([CH:19]([N:22]2[CH2:26][C:25]([F:28])([F:27])[C:24]([F:30])([F:29])[CH2:23]2)[CH2:20][NH2:21])=[CH:15][N:14]=1. (7) Given the product [CH3:1][N:2]1[CH2:19][CH2:18][C:5]2[N:6]([CH2:14][C:15]([N:35]3[CH2:40][CH2:39][O:38][CH2:37][CH2:36]3)=[O:16])[C:7]3[CH:8]=[CH:9][C:10]([CH3:13])=[CH:11][C:12]=3[C:4]=2[CH2:3]1, predict the reactants needed to synthesize it. The reactants are: [CH3:1][N:2]1[CH2:19][CH2:18][C:5]2[N:6]([CH2:14][C:15](O)=[O:16])[C:7]3[CH:8]=[CH:9][C:10]([CH3:13])=[CH:11][C:12]=3[C:4]=2[CH2:3]1.C1CCC(N=C=NC2CCCCC2)CC1.[NH:35]1[CH2:40][CH2:39][O:38][CH2:37][CH2:36]1.C(O)(C(F)(F)F)=O.